This data is from Forward reaction prediction with 1.9M reactions from USPTO patents (1976-2016). The task is: Predict the product of the given reaction. (1) Given the reactants [F:1][C:2]1[CH:7]=[CH:6][C:5]([C:8](=O)[C@@H:9]([NH:11][C:12](=[O:18])[O:13][C:14]([CH3:17])([CH3:16])[CH3:15])[CH3:10])=[CH:4][CH:3]=1.[CH3:20][C:21]([S@:24]([NH2:26])=[O:25])([CH3:23])[CH3:22], predict the reaction product. The product is: [C:21]([S@:24]([N:26]=[C:8]([C:5]1[CH:6]=[CH:7][C:2]([F:1])=[CH:3][CH:4]=1)[C@@H:9]([NH:11][C:12](=[O:18])[O:13][C:14]([CH3:17])([CH3:16])[CH3:15])[CH3:10])=[O:25])([CH3:23])([CH3:22])[CH3:20]. (2) Given the reactants [NH:1]1[C:9]2[C:4](=[CH:5][CH:6]=[CH:7][CH:8]=2)[C:3]([CH2:10][C:11]([O:13][CH2:14][CH3:15])=[O:12])=[CH:2]1.C([BH3-])#N.[Na+], predict the reaction product. The product is: [CH2:14]([O:13][C:11](=[O:12])[CH2:10][CH:3]1[C:4]2[C:9](=[CH:8][CH:7]=[CH:6][CH:5]=2)[NH:1][CH2:2]1)[CH3:15]. (3) Given the reactants CS(O)(=O)=O.[NH2:6][CH2:7][C:8]1[CH:9]=[C:10]2[C:14](=[CH:15][CH:16]=1)[C:13](=[O:17])[N:12]([CH:18]1[CH2:23][CH2:22][C:21](=[O:24])[NH:20][C:19]1=[O:25])[CH2:11]2.Cl.[Cl:27][C:28]1[CH:29]=[C:30]([CH:32]=[CH:33][C:34]=1[O:35][CH2:36][CH2:37][O:38][CH2:39][CH2:40][O:41][CH3:42])[NH2:31].Cl.O.CN([CH:48]=[O:49])C, predict the reaction product. The product is: [Cl:27][C:28]1[CH:29]=[C:30]([NH:31][C:48]([NH:6][CH2:7][C:8]2[CH:9]=[C:10]3[C:14](=[CH:15][CH:16]=2)[C:13](=[O:17])[N:12]([CH:18]2[CH2:23][CH2:22][C:21](=[O:24])[NH:20][C:19]2=[O:25])[CH2:11]3)=[O:49])[CH:32]=[CH:33][C:34]=1[O:35][CH2:36][CH2:37][O:38][CH2:39][CH2:40][O:41][CH3:42]. (4) Given the reactants [CH3:1][C:2]1[O:3][C:4]([C:7]2[CH:12]=[CH:11][C:10]([NH:13][C:14]([NH2:16])=[S:15])=[CH:9][CH:8]=2)=[CH:5][N:6]=1.Br[CH:18]1[CH2:23][CH2:22][CH2:21][CH:20]([C:24]2[CH:29]=[CH:28][CH:27]=[CH:26][CH:25]=2)[C:19]1=O, predict the reaction product. The product is: [CH3:1][C:2]1[O:3][C:4]([C:7]2[CH:8]=[CH:9][C:10]([NH:13][C:14]3[S:15][C:26]4[CH2:27][CH2:28][CH2:29][CH:24]([C:20]5[CH:21]=[CH:22][CH:23]=[CH:18][CH:19]=5)[C:25]=4[N:16]=3)=[CH:11][CH:12]=2)=[CH:5][N:6]=1. (5) The product is: [Cl:18][C:15]1[CH:16]=[CH:17][C:12]([O:11][C:8]2[CH:9]=[CH:10][C:5]([C:3](=[O:4])[CH2:2][O:30][C:27]3[CH:28]=[CH:29][C:24]([O:23][CH3:22])=[CH:25][CH:26]=3)=[C:6]([CH2:19][CH2:20][CH3:21])[CH:7]=2)=[CH:13][CH:14]=1. Given the reactants Br[CH2:2][C:3]([C:5]1[CH:10]=[CH:9][C:8]([O:11][C:12]2[CH:17]=[CH:16][C:15]([Cl:18])=[CH:14][CH:13]=2)=[CH:7][C:6]=1[CH2:19][CH2:20][CH3:21])=[O:4].[CH3:22][O:23][C:24]1[CH:29]=[CH:28][C:27]([OH:30])=[CH:26][CH:25]=1.C(=O)([O-])[O-].[Cs+].[Cs+], predict the reaction product.